This data is from Full USPTO retrosynthesis dataset with 1.9M reactions from patents (1976-2016). The task is: Predict the reactants needed to synthesize the given product. (1) Given the product [CH2:16]([O:15][C:14]([NH:13][CH2:12][C@H:7]1[CH2:6][CH2:5][C:4]2[C:9](=[CH:10][CH:11]=[C:2](/[CH:33]=[CH:32]/[C:31]([O:35][C:36]([CH3:39])([CH3:38])[CH3:37])=[O:34])[CH:3]=2)[O:8]1)=[O:23])[C:17]1[CH:22]=[CH:21][CH:20]=[CH:19][CH:18]=1, predict the reactants needed to synthesize it. The reactants are: I[C:2]1[CH:3]=[C:4]2[C:9](=[CH:10][CH:11]=1)[O:8][C@@H:7]([CH2:12][NH:13][C:14](=[O:23])[O:15][CH2:16][C:17]1[CH:22]=[CH:21][CH:20]=[CH:19][CH:18]=1)[CH2:6][CH2:5]2.C(N(CC)CC)C.[C:31]([O:35][C:36]([CH3:39])([CH3:38])[CH3:37])(=[O:34])[CH:32]=[CH2:33]. (2) The reactants are: [CH2:1]([O:3][C:4](=[O:16])[CH2:5][C@@H:6]([NH2:15])[C:7]1[CH:12]=[CH:11][C:10]([F:13])=[CH:9][C:8]=1[Br:14])[CH3:2].[CH2:17]=[C:18]1[O:22][C:20](=[O:21])[CH2:19]1. Given the product [CH2:1]([O:3][C:4](=[O:16])[CH2:5][C@H:6]([C:7]1[CH:12]=[CH:11][C:10]([F:13])=[CH:9][C:8]=1[Br:14])[NH:15][C:20](=[O:21])[CH2:19][C:18](=[O:22])[CH3:17])[CH3:2], predict the reactants needed to synthesize it. (3) Given the product [CH3:19][N:20]1[CH2:25][CH2:24][CH:23]([O:26][C:27]2[CH:32]=[CH:31][C:30]([C:2]3[C:10]4[C:5](=[CH:6][CH:7]=[C:8]([NH2:11])[CH:9]=4)[NH:4][N:3]=3)=[CH:29][CH:28]=2)[CH2:22][CH2:21]1, predict the reactants needed to synthesize it. The reactants are: I[C:2]1[C:10]2[C:5](=[CH:6][CH:7]=[C:8]([NH:11]C(=O)OC(C)(C)C)[CH:9]=2)[NH:4][N:3]=1.[CH3:19][N:20]1[CH2:25][CH2:24][CH:23]([O:26][C:27]2[CH:32]=[CH:31][C:30](B3OC(C)(C)C(C)(C)O3)=[CH:29][CH:28]=2)[CH2:22][CH2:21]1.[Li+].[Cl-].C([O-])([O-])=O.[Na+].[Na+].C(O)(C(F)(F)F)=O. (4) The reactants are: [Cl:1][C:2]1[C:3]([CH2:10]Cl)=[N:4][CH:5]=[C:6]([O:8][CH3:9])[N:7]=1.[NH:12]1[CH:16]=[CH:15][N:14]=[C:13]1[C:17]1[N:22]=[CH:21][CH:20]=[CH:19][N:18]=1.C([O-])([O-])=O.[K+].[K+]. Given the product [Cl:1][C:2]1[C:3]([CH2:10][N:12]2[CH:16]=[CH:15][N:14]=[C:13]2[C:17]2[N:18]=[CH:19][CH:20]=[CH:21][N:22]=2)=[N:4][CH:5]=[C:6]([O:8][CH3:9])[N:7]=1, predict the reactants needed to synthesize it. (5) Given the product [Cl:16][C:11]1[CH:10]=[C:9]([NH:8][C:5]2[N:4]=[C:3]([N:17]3[C:21]([CH3:22])=[CH:20][C:19]([C:23]([F:26])([F:25])[F:24])=[N:18]3)[C:2]([C:38]3[CH:37]=[C:36]([C:44]([O:46][CH3:47])=[O:45])[C:35]([O:34][CH2:33][CH2:32][N:27]4[CH:31]=[CH:30][N:29]=[CH:28]4)=[N:40][CH:39]=3)=[CH:7][N:6]=2)[CH:14]=[CH:13][C:12]=1[F:15], predict the reactants needed to synthesize it. The reactants are: Br[C:2]1[C:3]([N:17]2[C:21]([CH3:22])=[CH:20][C:19]([C:23]([F:26])([F:25])[F:24])=[N:18]2)=[N:4][C:5]([NH:8][C:9]2[CH:14]=[CH:13][C:12]([F:15])=[C:11]([Cl:16])[CH:10]=2)=[N:6][CH:7]=1.[N:27]1([CH2:32][CH2:33][O:34][C:35]2[N:40]=[CH:39][C:38](B(O)O)=[CH:37][C:36]=2[C:44]([O:46][CH3:47])=[O:45])[CH:31]=[CH:30][N:29]=[CH:28]1.N1(CCOC2C(C(OC)=O)=CC(B3OC(C)(C)C(C)(C)O3)=CN=2)C=CN=C1.B(O)O.C(=O)([O-])[O-].[Na+].[Na+]. (6) Given the product [C:1]([CH2:3][C:4]([N:12]1[CH2:13][C:10]([N:14]2[CH:18]=[C:17]([C:19]3[CH:24]=[N:23][N:22]4[C:25]([C:28]5[CH:29]=[C:30]([NH:34][C:35]([NH:37][CH2:38][C:39]([F:42])([F:41])[F:40])=[O:36])[CH:31]=[CH:32][CH:33]=5)=[CH:26][N:27]=[C:21]4[CH:20]=3)[CH:16]=[N:15]2)([CH2:9][C:7]#[N:8])[CH2:11]1)=[O:6])#[N:2], predict the reactants needed to synthesize it. The reactants are: [C:1]([CH2:3][C:4]([OH:6])=O)#[N:2].[C:7]([CH2:9][C:10]1([N:14]2[CH:18]=[C:17]([C:19]3[CH:24]=[N:23][N:22]4[C:25]([C:28]5[CH:29]=[C:30]([NH:34][C:35]([NH:37][CH2:38][C:39]([F:42])([F:41])[F:40])=[O:36])[CH:31]=[CH:32][CH:33]=5)=[CH:26][N:27]=[C:21]4[CH:20]=3)[CH:16]=[N:15]2)[CH2:13][NH:12][CH2:11]1)#[N:8].F[P-](F)(F)(F)(F)F.N1(O[P+](N(C)C)(N(C)C)N(C)C)C2C=CC=CC=2N=N1.C(N(CC)CC)C. (7) Given the product [CH3:15][C:2]1[N:9]=[C:8]([CH3:10])[CH:7]=[C:6]([CH3:11])[C:3]=1[C:4]#[N:5], predict the reactants needed to synthesize it. The reactants are: Cl[C:2]1[N:9]=[C:8]([CH3:10])[CH:7]=[C:6]([CH3:11])[C:3]=1[C:4]#[N:5].[Cl-].C[Zn+].[CH2:15](N(CC(O)=O)CC(O)=O)CN(CC(O)=O)CC(O)=O.C(=O)([O-])[O-].[K+].[K+].